From a dataset of Forward reaction prediction with 1.9M reactions from USPTO patents (1976-2016). Predict the product of the given reaction. (1) The product is: [CH2:4]([O:3][C:1]([N:11]1[CH2:18][CH2:17][CH2:16][C@@H:12]1[C:13](=[O:15])[NH:27][CH:26]1[CH2:24][CH2:25]1)=[O:2])[C:5]1[CH:6]=[CH:7][CH:8]=[CH:9][CH:10]=1. Given the reactants [C:1]([N:11]1[CH2:18][CH2:17][CH2:16][C@@H:12]1[C:13]([OH:15])=O)([O:3][CH2:4][C:5]1[CH:10]=[CH:9][CH:8]=[CH:7][CH:6]=1)=[O:2].CCN=C=N[CH2:24][CH2:25][CH2:26][N:27](C)C.C1C=CC2N(O)N=NC=2C=1.C1(N)CC1.C(=O)(O)[O-].[Na+], predict the reaction product. (2) Given the reactants CCN(C(C)C)C(C)C.C1C=CC2N(O)N=NC=2C=1.CCN=C=NCCCN(C)C.[C:31]1([C:37]2[O:41][N:40]=[C:39]([C:42]([NH:44][CH2:45][C:46]([OH:48])=O)=[O:43])[CH:38]=2)[CH:36]=[CH:35][CH:34]=[CH:33][CH:32]=1.Cl.[F:50][C:51]1[CH:62]=[CH:61][C:60]([F:63])=[CH:59][C:52]=1[O:53][CH:54]1[CH2:58][CH2:57][NH:56][CH2:55]1.Cl.ClC1C=CC=CC=1OC1CCNCC1, predict the reaction product. The product is: [F:50][C:51]1[CH:62]=[CH:61][C:60]([F:63])=[CH:59][C:52]=1[O:53][CH:54]1[CH2:58][CH2:57][N:56]([C:46](=[O:48])[CH2:45][NH:44][C:42]([C:39]2[CH:38]=[C:37]([C:31]3[CH:32]=[CH:33][CH:34]=[CH:35][CH:36]=3)[O:41][N:40]=2)=[O:43])[CH2:55]1. (3) Given the reactants [C:1]([C:5]1[CH:10]=[CH:9][C:8]([NH:11][C:12]2[C:21]3[C:16](=[CH:17][C:18]([C:22]4[C:27]([C:28]([F:31])([F:30])[F:29])=[CH:26][CH:25]=[CH:24][N:23]=4)=[CH:19][CH:20]=3)[N:15]=[C:14]([CH2:32][O:33][P:34](=[O:51])([O:43]CC3C=CC=CC=3)[O:35]CC3C=CC=CC=3)[N:13]=2)=[CH:7][CH:6]=1)([CH3:4])([CH3:3])[CH3:2].[H][H], predict the reaction product. The product is: [C:1]([C:5]1[CH:6]=[CH:7][C:8]([NH:11][C:12]2[C:21]3[C:16](=[CH:17][C:18]([C:22]4[C:27]([C:28]([F:31])([F:30])[F:29])=[CH:26][CH:25]=[CH:24][N:23]=4)=[CH:19][CH:20]=3)[N:15]=[C:14]([CH2:32][O:33][P:34](=[O:35])([OH:43])[OH:51])[N:13]=2)=[CH:9][CH:10]=1)([CH3:4])([CH3:2])[CH3:3]. (4) Given the reactants BrC1C=CC=CC=1C(F)(F)F.CCCCCC.C([Li])CCC.Br[C:24]1[CH:25]=[C:26]2[C:31](=[CH:32][CH:33]=1)[CH:30]=[C:29]([C:34]([NH:36][CH3:37])=[O:35])[CH:28]=[CH:27]2.[C:38]([N:57]1[CH:61]=[C:60]([CH:62]=[O:63])[N:59]=[CH:58]1)([C:51]1[CH:56]=[CH:55][CH:54]=[CH:53][CH:52]=1)([C:45]1[CH:50]=[CH:49][CH:48]=[CH:47][CH:46]=1)[C:39]1[CH:44]=[CH:43][CH:42]=[CH:41][CH:40]=1.[Cl-].[NH4+], predict the reaction product. The product is: [OH:63][CH:62]([C:60]1[N:59]=[CH:58][N:57]([C:38]([C:39]2[CH:44]=[CH:43][CH:42]=[CH:41][CH:40]=2)([C:45]2[CH:46]=[CH:47][CH:48]=[CH:49][CH:50]=2)[C:51]2[CH:56]=[CH:55][CH:54]=[CH:53][CH:52]=2)[CH:61]=1)[C:24]1[CH:25]=[C:26]2[C:31](=[CH:32][CH:33]=1)[CH:30]=[C:29]([C:34]([NH:36][CH3:37])=[O:35])[CH:28]=[CH:27]2. (5) Given the reactants [CH3:1][C:2]1[C:7]([CH:8](O)[CH2:9][CH3:10])=[CH:6][CH:5]=[C:4]([C:12]2[CH:17]=[CH:16][CH:15]=[C:14]([C:18]([F:21])([F:20])[F:19])[CH:13]=2)[N:3]=1.O=S(Cl)[Cl:24], predict the reaction product. The product is: [Cl:24][CH:8]([C:7]1[C:2]([CH3:1])=[N:3][C:4]([C:12]2[CH:17]=[CH:16][CH:15]=[C:14]([C:18]([F:21])([F:20])[F:19])[CH:13]=2)=[CH:5][CH:6]=1)[CH2:9][CH3:10]. (6) The product is: [C:2]([C:3]1[CH:4]=[C:5]([NH2:6])[N:22]([C:16]2[CH:17]=[C:18]([O:20][CH3:21])[CH:19]=[C:14]([O:13][CH3:12])[CH:15]=2)[N:23]=1)([CH3:9])([CH3:8])[CH3:1]. Given the reactants [CH3:1][C:2]([CH3:9])([CH3:8])[C:3](=O)[CH2:4][C:5]#[N:6].Cl.Cl.[CH3:12][O:13][C:14]1[CH:15]=[C:16]([NH:22][NH2:23])[CH:17]=[C:18]([O:20][CH3:21])[CH:19]=1, predict the reaction product. (7) Given the reactants C(O[C:4]([C:6]1[N:11]=[C:10]([CH3:12])[C:9]2[N:13]=[C:14]([C:16]3[CH:21]=[CH:20][C:19]([F:22])=[CH:18][CH:17]=3)[S:15][C:8]=2[C:7]=1[OH:23])=[O:5])C.[NH2:24][CH2:25][C:26]([OH:28])=[O:27], predict the reaction product. The product is: [F:22][C:19]1[CH:20]=[CH:21][C:16]([C:14]2[S:15][C:8]3[C:7]([OH:23])=[C:6]([C:4]([NH:24][CH2:25][C:26]([OH:28])=[O:27])=[O:5])[N:11]=[C:10]([CH3:12])[C:9]=3[N:13]=2)=[CH:17][CH:18]=1. (8) Given the reactants [Cl:1][C:2]1[C:3]([O:12][C:13]2[CH:18]=[C:17]([O:19][CH2:20][CH2:21][CH2:22][O:23][CH3:24])[CH:16]=[CH:15][C:14]=2/[CH:25]=[CH:26]/[C:27]([OH:29])=O)=[N:4][CH:5]=[C:6]([C:8]([F:11])([F:10])[F:9])[CH:7]=1.Cl.C(N=C=NCCCN(C)C)C.[CH2:42]([S:47]([NH2:50])(=[O:49])=[O:48])[CH2:43][CH2:44][CH2:45][CH3:46].Cl, predict the reaction product. The product is: [Cl:1][C:2]1[C:3]([O:12][C:13]2[CH:18]=[C:17]([O:19][CH2:20][CH2:21][CH2:22][O:23][CH3:24])[CH:16]=[CH:15][C:14]=2/[CH:25]=[CH:26]/[C:27]([NH:50][S:47]([CH2:42][CH2:43][CH2:44][CH2:45][CH3:46])(=[O:49])=[O:48])=[O:29])=[N:4][CH:5]=[C:6]([C:8]([F:9])([F:11])[F:10])[CH:7]=1. (9) Given the reactants Br[C:2]1[CH:3]=[C:4]([NH:8][C:9](=[O:14])[C:10]([CH3:13])([CH3:12])[CH3:11])[CH:5]=[N:6][CH:7]=1.[CH3:15][N:16]1[C:25]2[C:20](=[CH:21][C:22](B3OC(C)(C)C(C)(C)O3)=[CH:23][CH:24]=2)[CH2:19][CH2:18][C:17]1=[O:35].CN(C=O)C.C([O-])([O-])=O.[Na+].[Na+], predict the reaction product. The product is: [CH3:11][C:10]([CH3:13])([CH3:12])[C:9]([NH:8][C:4]1[CH:5]=[N:6][CH:7]=[C:2]([C:22]2[CH:21]=[C:20]3[C:25](=[CH:24][CH:23]=2)[N:16]([CH3:15])[C:17](=[O:35])[CH2:18][CH2:19]3)[CH:3]=1)=[O:14].